From a dataset of Forward reaction prediction with 1.9M reactions from USPTO patents (1976-2016). Predict the product of the given reaction. (1) Given the reactants [Cl:1][C:2]1[N:3]=[C:4](Cl)[C:5]2[CH:10]=[CH:9][N:8]([S:11]([C:14]3[CH:20]=[CH:19][C:17]([CH3:18])=[CH:16][CH:15]=3)(=[O:13])=[O:12])[C:6]=2[N:7]=1.[NH2:22][CH:23]1[CH2:28][CH2:27][CH2:26][N:25]([C:29]([O:31][C:32]([CH3:35])([CH3:34])[CH3:33])=[O:30])[CH2:24]1.O.CCOC(C)=O, predict the reaction product. The product is: [Cl:1][C:2]1[N:3]=[C:4]([NH:22][CH:23]2[CH2:28][CH2:27][CH2:26][N:25]([C:29]([O:31][C:32]([CH3:35])([CH3:34])[CH3:33])=[O:30])[CH2:24]2)[C:5]2[CH:10]=[CH:9][N:8]([S:11]([C:14]3[CH:20]=[CH:19][C:17]([CH3:18])=[CH:16][CH:15]=3)(=[O:13])=[O:12])[C:6]=2[N:7]=1. (2) The product is: [F:47][C:46]([F:49])([F:48])[C:44]([OH:50])=[O:45].[CH3:1][O:2][C:3]1[N:8]=[CH:7][C:6]([C:9]2[NH:10][C:11]([CH:14]3[CH2:19][CH2:18][N:17]([CH2:20][C:21]4[CH:22]=[CH:23][C:24]([C:27]5[C:36]([C:37]6[CH:38]=[CH:39][CH:40]=[CH:41][CH:42]=6)=[CH:35][C:34]6[C:33](=[O:43])[NH:32][CH:31]=[CH:30][C:29]=6[N:28]=5)=[CH:25][CH:26]=4)[CH2:16][CH2:15]3)=[N:12][N:13]=2)=[CH:5][CH:4]=1. Given the reactants [CH3:1][O:2][C:3]1[N:8]=[CH:7][C:6]([C:9]2[NH:10][C:11]([CH:14]3[CH2:19][CH2:18][N:17]([CH2:20][C:21]4[CH:26]=[CH:25][C:24]([C:27]5[C:36]([C:37]6[CH:42]=[CH:41][CH:40]=[CH:39][CH:38]=6)=[CH:35][C:34]6[C:33](=[O:43])[NH:32][CH:31]=[CH:30][C:29]=6[N:28]=5)=[CH:23][CH:22]=4)[CH2:16][CH2:15]3)=[N:12][N:13]=2)=[CH:5][CH:4]=1.[C:44]([OH:50])([C:46]([F:49])([F:48])[F:47])=[O:45], predict the reaction product. (3) The product is: [OH:31][C:21]1([C:11]2[S:12][C:13]([C:14]3[CH:19]=[CH:18][C:17]([CH3:20])=[CH:16][CH:15]=3)=[C:9]([C:6]3[CH:7]=[CH:8][C:3]([O:2][CH3:1])=[CH:4][CH:5]=3)[N:10]=2)[CH2:30][CH2:29][C:24](=[O:25])[CH2:23][CH2:22]1. Given the reactants [CH3:1][O:2][C:3]1[CH:8]=[CH:7][C:6]([C:9]2[N:10]=[C:11]([C:21]3([OH:31])[CH2:30][CH2:29][C:24]4(OCC[O:25]4)[CH2:23][CH2:22]3)[S:12][C:13]=2[C:14]2[CH:19]=[CH:18][C:17]([CH3:20])=[CH:16][CH:15]=2)=[CH:5][CH:4]=1.C(=O)([O-])O.[Na+], predict the reaction product. (4) The product is: [CH2:19]([N:4]1[C:3]([CH3:23])=[C:2]([C:28]2[CH:29]=[CH:30][C:25]([F:24])=[CH:26][CH:27]=2)[S:6]/[C:5]/1=[CH:7]\[C:8]([C:10]1[CH:15]=[C:14]([Cl:16])[CH:13]=[CH:12][C:11]=1[O:17][CH3:18])=[O:9])[CH2:20][CH2:21][CH3:22]. Given the reactants Br[C:2]1[S:6]/[C:5](=[CH:7]\[C:8]([C:10]2[CH:15]=[C:14]([Cl:16])[CH:13]=[CH:12][C:11]=2[O:17][CH3:18])=[O:9])/[N:4]([CH2:19][CH2:20][CH2:21][CH3:22])[C:3]=1[CH3:23].[F:24][C:25]1[CH:30]=[CH:29][C:28](B(O)O)=[CH:27][CH:26]=1.C1(P(C2C=CC=CC=2)C2C=CC=CC=2)C=CC=CC=1.C(=O)([O-])[O-].[K+].[K+], predict the reaction product. (5) Given the reactants [C:1]([CH2:4][C:5]1[C:13]2[C:8](=[CH:9][CH:10]=[C:11]([F:14])[CH:12]=2)[N:7]([CH2:15][C:16]2[C:17]3[CH:24]=[C:23]([F:25])[CH:22]=[CH:21][C:18]=3[S:19][CH:20]=2)[C:6]=1[C:26]([OH:28])=[O:27])(O)=[O:2].FC1C=C2[C:36](=CC=1)[N:35](CC1C3C=C(F)C=CC=3SC=1)[C:34]1C(=O)OC(=O)CC2=1.CNC, predict the reaction product. The product is: [CH3:34][N:35]([CH3:36])[C:1]([CH2:4][C:5]1[C:13]2[C:8](=[CH:9][CH:10]=[C:11]([F:14])[CH:12]=2)[N:7]([CH2:15][C:16]2[C:17]3[CH:24]=[C:23]([F:25])[CH:22]=[CH:21][C:18]=3[S:19][CH:20]=2)[C:6]=1[C:26]([OH:28])=[O:27])=[O:2]. (6) The product is: [C:1]([O:5][C:6](=[O:16])[N:7]([CH:8]1[CH2:9][CH2:10]1)[CH2:11][CH2:12][CH2:13][CH2:14][NH:15][CH2:25][C:19]1[C:18]([CH3:17])=[CH:23][C:22]([CH3:24])=[CH:21][N:20]=1)([CH3:4])([CH3:2])[CH3:3]. Given the reactants [C:1]([O:5][C:6](=[O:16])[N:7]([CH2:11][CH2:12][CH2:13][CH2:14][NH2:15])[CH:8]1[CH2:10][CH2:9]1)([CH3:4])([CH3:3])[CH3:2].[CH3:17][C:18]1[C:19]([CH:25]=O)=[N:20][CH:21]=[C:22]([CH3:24])[CH:23]=1.[BH4-].[Na+], predict the reaction product.